From a dataset of hERG Central: cardiac toxicity at 1µM, 10µM, and general inhibition. Predict hERG channel inhibition at various concentrations. (1) The compound is CCCCn1c(=N)n(CC(O)COc2ccccc2)c2ccccc21. Results: hERG_inhib (hERG inhibition (general)): blocker. (2) The compound is CCCN1CCC(=O)N([C@H](CSc2ccc(Br)cc2)Cc2ccccc2)CC1. Results: hERG_inhib (hERG inhibition (general)): blocker.